This data is from Forward reaction prediction with 1.9M reactions from USPTO patents (1976-2016). The task is: Predict the product of the given reaction. (1) Given the reactants FC(F)(F)S(O[C:7]1[CH2:12][CH2:11][N:10]([C:13]([O:15][C:16]([CH3:19])([CH3:18])[CH3:17])=[O:14])[CH2:9][C:8]=1[C:20]([O:22][CH3:23])=[O:21])(=O)=O.[F:26][C:27]([F:39])([F:38])[O:28][C:29]1[CH:34]=[CH:33][C:32](B(O)O)=[CH:31][CH:30]=1.C1(C)C=CC=CC=1.C([O-])([O-])=O.[Na+].[Na+], predict the reaction product. The product is: [F:26][C:27]([F:38])([F:39])[O:28][C:29]1[CH:34]=[CH:33][C:32]([C:7]2[CH2:12][CH2:11][N:10]([C:13]([O:15][C:16]([CH3:17])([CH3:18])[CH3:19])=[O:14])[CH2:9][C:8]=2[C:20]([O:22][CH3:23])=[O:21])=[CH:31][CH:30]=1. (2) Given the reactants [NH2:1][CH2:2][CH2:3][O:4][CH2:5][CH2:6][O:7][CH2:8][CH2:9][O:10][CH2:11][CH2:12][O:13][CH2:14][CH2:15][CH2:16][C:17]1[CH:18]=[C:19]([CH:54]=[CH:55][CH:56]=1)[C:20]([NH:22][C:23]1[CH:28]=[CH:27][C:26]([N:29]([CH2:32][CH3:33])[CH2:30][CH3:31])=[CH:25][C:24]=1[C:34]1[CH:35]=[C:36]([CH:51]=[CH:52][N:53]=1)[C:37]([NH:39][CH2:40][C:41]1[CH:46]=[CH:45][CH:44]=[C:43]([C:47]([F:50])([F:49])[F:48])[CH:42]=1)=[O:38])=[O:21].C(N(CC)CC)C.Cl[S:65]([C:68]1[CH:76]=[CH:75][C:71]([C:72]([OH:74])=[O:73])=[CH:70][CH:69]=1)(=[O:67])=[O:66], predict the reaction product. The product is: [CH2:32]([N:29]([CH2:30][CH3:31])[C:26]1[CH:27]=[CH:28][C:23]([NH:22][C:20]([C:19]2[CH:18]=[C:17]([CH2:16][CH2:15][CH2:14][O:13][CH2:12][CH2:11][O:10][CH2:9][CH2:8][O:7][CH2:6][CH2:5][O:4][CH2:3][CH2:2][NH:1][S:65]([C:68]3[CH:69]=[CH:70][C:71]([C:72]([OH:74])=[O:73])=[CH:75][CH:76]=3)(=[O:67])=[O:66])[CH:56]=[CH:55][CH:54]=2)=[O:21])=[C:24]([C:34]2[CH:35]=[C:36]([C:37](=[O:38])[NH:39][CH2:40][C:41]3[CH:46]=[CH:45][CH:44]=[C:43]([C:47]([F:48])([F:49])[F:50])[CH:42]=3)[CH:51]=[CH:52][N:53]=2)[CH:25]=1)[CH3:33].